Dataset: Full USPTO retrosynthesis dataset with 1.9M reactions from patents (1976-2016). Task: Predict the reactants needed to synthesize the given product. (1) Given the product [S:13]1[CH:14]=[CH:15][CH:16]=[C:12]1[CH2:11][C:9]1[N:8]=[CH:7][NH:6][CH:10]=1, predict the reactants needed to synthesize it. The reactants are: CN(C)S([N:6]1[CH:10]=[C:9]([CH2:11][C:12]2[S:13][CH:14]=[CH:15][CH:16]=2)[N:8]=[CH:7]1)(=O)=O.[OH-].[Na+]. (2) Given the product [Cl:30][C:28]1[S:29][C:24]2[CH:23]=[C:22]([C:20]([NH:19][C@@H:11]3[CH2:12][C:13]4[C:18](=[CH:17][CH:16]=[CH:15][CH:14]=4)[C@H:10]3[CH2:9][OH:8])=[O:21])[NH:26][C:25]=2[C:27]=1[Cl:31], predict the reactants needed to synthesize it. The reactants are: [Si]([O:8][CH2:9][C@@H:10]1[C:18]2[C:13](=[CH:14][CH:15]=[CH:16][CH:17]=2)[CH2:12][C@H:11]1[NH:19][C:20]([C:22]1[NH:26][C:25]2[C:27]([Cl:31])=[C:28]([Cl:30])[S:29][C:24]=2[CH:23]=1)=[O:21])(C(C)(C)C)(C)C.[F-].C([N+](CCCC)(CCCC)CCCC)CCC. (3) Given the product [CH2:1]([C:3]1([CH2:23][C:24]([O:26][CH2:27][CH3:28])=[O:25])[CH2:12][CH2:11][C:10]2[C:5](=[CH:6][CH:7]=[C:8]([C:30]3[CH:35]=[CH:34][C:33]([N+:36]([O-:38])=[O:37])=[CH:32][N:31]=3)[CH:9]=2)[C:4]1=[O:22])[CH3:2], predict the reactants needed to synthesize it. The reactants are: [CH2:1]([C:3]1([CH2:23][C:24]([O:26][CH2:27][CH3:28])=[O:25])[CH2:12][CH2:11][C:10]2[C:5](=[CH:6][CH:7]=[C:8](B3OC(C)(C)C(C)(C)O3)[CH:9]=2)[C:4]1=[O:22])[CH3:2].Br[C:30]1[CH:35]=[CH:34][C:33]([N+:36]([O-:38])=[O:37])=[CH:32][N:31]=1.C(=O)([O-])[O-].[Cs+].[Cs+].O. (4) Given the product [NH2:7][C:8]1[CH:22]=[CH:21][C:11]([C:12]([C:14]2[CH:19]=[CH:18][C:17]([F:20])=[CH:16][CH:15]=2)([OH:13])[C:1]#[CH:2])=[CH:10][CH:9]=1, predict the reactants needed to synthesize it. The reactants are: [C-:1]#[C-:2].[C-]#[C-].[Na+].[Na+].[NH2:7][C:8]1[CH:22]=[CH:21][C:11]([C:12]([C:14]2[CH:19]=[CH:18][C:17]([F:20])=[CH:16][CH:15]=2)=[O:13])=[CH:10][CH:9]=1. (5) Given the product [CH3:20][N:21]1[C:4](=[O:3])[C:5]2[C:10](=[CH:9][CH:8]=[C:7]([C:11]([OH:13])=[O:12])[CH:6]=2)[C:2]1=[O:1], predict the reactants needed to synthesize it. The reactants are: [O:1]=[C:2]1[C:10]2[C:5](=[CH:6][C:7]([C:11]([OH:13])=[O:12])=[CH:8][CH:9]=2)[C:4](=O)[O:3]1.C1COCC1.[CH3:20][NH2:21]. (6) Given the product [NH2:11][C:7]1[C:6]([CH3:14])=[C:5]2[C:10](=[CH:9][CH:8]=1)[N:2]([CH3:1])[CH:3]=[C:4]2[C:15]1[CH2:20][CH2:19][N:18]([C:21]([O:23][C:24]([CH3:26])([CH3:25])[CH3:27])=[O:22])[CH2:17][CH:16]=1, predict the reactants needed to synthesize it. The reactants are: [CH3:1][N:2]1[C:10]2[C:5](=[C:6]([CH3:14])[C:7]([N+:11]([O-])=O)=[CH:8][CH:9]=2)[C:4]([C:15]2[CH2:20][CH2:19][N:18]([C:21]([O:23][C:24]([CH3:27])([CH3:26])[CH3:25])=[O:22])[CH2:17][CH:16]=2)=[CH:3]1.C([O-])=O.[NH4+]. (7) Given the product [Br:1][C:2]1[N:3]=[C:4]([C:9]2[O:10][C:11]([C:14]3[S:15][CH:16]=[CH:17][C:18]=3[CH3:19])=[N:12][N:13]=2)[C:5]([NH:8][C:27](=[O:26])[O:29][C:30]([CH3:33])([CH3:32])[CH3:31])=[N:6][CH:7]=1, predict the reactants needed to synthesize it. The reactants are: [Br:1][C:2]1[N:3]=[C:4]([C:9]2[O:10][C:11]([C:14]3[S:15][CH:16]=[CH:17][C:18]=3[CH3:19])=[N:12][N:13]=2)[C:5]([NH2:8])=[N:6][CH:7]=1.C1COCC1.C(=O)(OC(C)(C)C)[O:26][C:27]([O:29][C:30]([CH3:33])([CH3:32])[CH3:31])=O. (8) Given the product [Br:16][C:10]1[CH:11]=[CH:12][CH:13]=[C:14]2[C:9]=1[CH:8]=[CH:7][N:6]=[CH:5]2, predict the reactants needed to synthesize it. The reactants are: N([O-])=O.[Na+].[CH:5]1[C:14]2[C:9](=[C:10](N)[CH:11]=[CH:12][CH:13]=2)[CH:8]=[CH:7][N:6]=1.[BrH:16].[NH4+]. (9) The reactants are: [Br:1][C:2]1[C:10]2[C:9]([C:11]([O:13]CC)=[O:12])=[CH:8][C:7]([C:16]3[CH:21]=[CH:20][CH:19]=[CH:18][CH:17]=3)=[N:6][C:5]=2[N:4]([CH:22]([CH3:24])[CH3:23])[N:3]=1.[OH-].[Na+].Cl. Given the product [Br:1][C:2]1[C:10]2[C:9]([C:11]([OH:13])=[O:12])=[CH:8][C:7]([C:16]3[CH:17]=[CH:18][CH:19]=[CH:20][CH:21]=3)=[N:6][C:5]=2[N:4]([CH:22]([CH3:24])[CH3:23])[N:3]=1, predict the reactants needed to synthesize it. (10) Given the product [CH3:17][O:18][C:19]1[CH:24]=[CH:23][CH:22]=[CH:21][C:20]=1[O:25][C:8]1[CH:16]=[CH:15][CH:14]=[CH:13][C:9]=1[C:10]([OH:12])=[O:11], predict the reactants needed to synthesize it. The reactants are: C(=O)([O-])[O-].[Cs+].[Cs+].Br[C:8]1[CH:16]=[CH:15][CH:14]=[CH:13][C:9]=1[C:10]([OH:12])=[O:11].[CH3:17][O:18][C:19]1[CH:24]=[CH:23][CH:22]=[CH:21][C:20]=1[OH:25].Cl.